From a dataset of Forward reaction prediction with 1.9M reactions from USPTO patents (1976-2016). Predict the product of the given reaction. (1) Given the reactants [Br:1][C:2]1[CH:15]=[C:14]2[C:5]([O:6][CH2:7][CH2:8][N:9]3[C:13]2=[N:12][C:11](I)=[CH:10]3)=[CH:4][CH:3]=1.C[Si](C)(C)N[Si](C)(C)C.C[N:27]([CH:29]=[O:30])C, predict the reaction product. The product is: [Br:1][C:2]1[CH:15]=[C:14]2[C:5]([O:6][CH2:7][CH2:8][N:9]3[C:13]2=[N:12][C:11]([C:29]([NH2:27])=[O:30])=[CH:10]3)=[CH:4][CH:3]=1. (2) Given the reactants [CH2:1]1[C@@H:3]2[C@H:4]3[C@@H:9]4[C:10]([N:12]([NH:15][C:16]([C:18]5[CH:23]=[CH:22][C:21]([C:24]([F:27])([F:26])[F:25])=[CH:20][CH:19]=5)=[O:17])[C:13](=[O:14])[C@@H:8]4[C@@H:7]([C@H:2]12)[CH:6]=[CH:5]3)=[O:11].O, predict the reaction product. The product is: [CH:19]1[C:18]([C:16]([NH:15][N:12]2[C:10](=[O:11])[C@@H:9]3[CH:4]4[C@@H:3]5[CH2:1][C@@H:2]5[CH:7]([C@@H:8]3[C:13]2=[O:14])[CH:6]=[CH:5]4)=[O:17])=[CH:23][CH:22]=[C:21]([C:24]([F:26])([F:25])[F:27])[CH:20]=1. (3) Given the reactants [CH3:1][O:2][C:3](=[O:12])[CH2:4][C:5]1[CH:10]=[CH:9][C:8]([SH:11])=[CH:7][CH:6]=1.C(N([CH2:18][CH3:19])CC)C, predict the reaction product. The product is: [CH3:1][O:2][C:3](=[O:12])[CH2:4][C:5]1[CH:10]=[CH:9][C:8]([S:11][CH:19]2[CH2:18][CH2:1][O:2][CH2:3][CH2:4]2)=[CH:7][CH:6]=1.